Predict the reactants needed to synthesize the given product. From a dataset of Full USPTO retrosynthesis dataset with 1.9M reactions from patents (1976-2016). (1) Given the product [C:1]([O:5][C:6](=[O:7])[NH:8][C:9]1([C:12]2[CH:20]=[CH:19][C:15]([C:16]([NH:29][NH2:37])=[O:17])=[CH:14][N:13]=2)[CH2:11][CH2:10]1)([CH3:4])([CH3:3])[CH3:2], predict the reactants needed to synthesize it. The reactants are: [C:1]([O:5][C:6]([NH:8][C:9]1([C:12]2[CH:20]=[CH:19][C:15]([C:16](O)=[O:17])=[CH:14][N:13]=2)[CH2:11][CH2:10]1)=[O:7])([CH3:4])([CH3:3])[CH3:2].CN(C(O[N:29]1[N:37]=NC2C=CC=NC1=2)=[N+](C)C)C.F[P-](F)(F)(F)(F)F.CCN(CC)CC.O.NN. (2) Given the product [CH3:15][C:14]1[N:17]=[C:3]([OH:5])[C:2]([CH3:1])=[C:8]([OH:10])[N:16]=1, predict the reactants needed to synthesize it. The reactants are: [CH3:1][CH:2]([C:8]([O:10]CC)=O)[C:3]([O:5]CC)=O.Cl.[C:14]([NH2:17])(=[NH:16])[CH3:15].Cl. (3) Given the product [CH3:19][C:2]1[CH:7]=[CH:6][C:5]([C:8]2[CH:13]=[CH:14][CH:9]=[CH:10][CH:11]=2)=[CH:4][CH:3]=1, predict the reactants needed to synthesize it. The reactants are: Cl[C:2]1[CH:7]=[CH:6][C:5]([CH3:8])=[CH:4][CH:3]=1.[C:9]1(B(O)O)[CH:14]=[CH:13]C=[CH:11][CH:10]=1.O.[C:19](=O)([O-])[O-].[K+].[K+].